From a dataset of NCI-60 drug combinations with 297,098 pairs across 59 cell lines. Regression. Given two drug SMILES strings and cell line genomic features, predict the synergy score measuring deviation from expected non-interaction effect. (1) Drug 1: CC1=C(C=C(C=C1)NC2=NC=CC(=N2)N(C)C3=CC4=NN(C(=C4C=C3)C)C)S(=O)(=O)N.Cl. Drug 2: C1=NC(=NC(=O)N1C2C(C(C(O2)CO)O)O)N. Cell line: MCF7. Synergy scores: CSS=1.49, Synergy_ZIP=1.27, Synergy_Bliss=-0.229, Synergy_Loewe=-6.33, Synergy_HSA=-3.12. (2) Synergy scores: CSS=26.7, Synergy_ZIP=-6.07, Synergy_Bliss=1.53, Synergy_Loewe=-2.92, Synergy_HSA=1.44. Drug 1: C1=CC(=CC=C1CCC2=CNC3=C2C(=O)NC(=N3)N)C(=O)NC(CCC(=O)O)C(=O)O. Cell line: IGROV1. Drug 2: CCN(CC)CCNC(=O)C1=C(NC(=C1C)C=C2C3=C(C=CC(=C3)F)NC2=O)C. (3) Drug 1: CCCCCOC(=O)NC1=NC(=O)N(C=C1F)C2C(C(C(O2)C)O)O. Drug 2: C1CN1C2=NC(=NC(=N2)N3CC3)N4CC4. Cell line: NCI/ADR-RES. Synergy scores: CSS=36.3, Synergy_ZIP=6.36, Synergy_Bliss=5.52, Synergy_Loewe=-17.9, Synergy_HSA=1.94. (4) Drug 1: CC1CCC2CC(C(=CC=CC=CC(CC(C(=O)C(C(C(=CC(C(=O)CC(OC(=O)C3CCCCN3C(=O)C(=O)C1(O2)O)C(C)CC4CCC(C(C4)OC)OCCO)C)C)O)OC)C)C)C)OC. Drug 2: CN(C(=O)NC(C=O)C(C(C(CO)O)O)O)N=O. Cell line: 786-0. Synergy scores: CSS=2.37, Synergy_ZIP=-2.02, Synergy_Bliss=-2.22, Synergy_Loewe=-21.4, Synergy_HSA=-2.02. (5) Cell line: HL-60(TB). Synergy scores: CSS=59.4, Synergy_ZIP=-1.21, Synergy_Bliss=-0.730, Synergy_Loewe=0.247, Synergy_HSA=0.468. Drug 1: C1=NC(=NC(=O)N1C2C(C(C(O2)CO)O)O)N. Drug 2: CC1=C(C(=CC=C1)Cl)NC(=O)C2=CN=C(S2)NC3=CC(=NC(=N3)C)N4CCN(CC4)CCO. (6) Drug 1: CCN(CC)CCNC(=O)C1=C(NC(=C1C)C=C2C3=C(C=CC(=C3)F)NC2=O)C. Drug 2: C(CN)CNCCSP(=O)(O)O. Cell line: SF-268. Synergy scores: CSS=5.98, Synergy_ZIP=-2.12, Synergy_Bliss=-2.24, Synergy_Loewe=-5.49, Synergy_HSA=-3.52. (7) Drug 1: C1CCC(C1)C(CC#N)N2C=C(C=N2)C3=C4C=CNC4=NC=N3. Drug 2: C(CCl)NC(=O)N(CCCl)N=O. Cell line: COLO 205. Synergy scores: CSS=-2.64, Synergy_ZIP=4.58, Synergy_Bliss=3.93, Synergy_Loewe=-8.53, Synergy_HSA=-4.78.